Dataset: Full USPTO retrosynthesis dataset with 1.9M reactions from patents (1976-2016). Task: Predict the reactants needed to synthesize the given product. (1) Given the product [CH2:17]([N:16]([CH2:21][CH2:22][CH2:23][CH3:24])[C:14]([C:10]1[CH:11]=[C:12]([CH3:13])[N:8]([C:5]2[CH:6]=[CH:7][C:2]([N:48]3[CH2:49][CH2:50][N:45]([C:39]4[CH:44]=[CH:43][CH:42]=[CH:41][CH:40]=4)[CH2:46][C:47]3=[O:51])=[CH:3][C:4]=2[C:25]([N:27]2[C@H:36]([CH2:37][OH:38])[CH2:35][C:34]3[C:29](=[CH:30][CH:31]=[CH:32][CH:33]=3)[CH2:28]2)=[O:26])[N:9]=1)=[O:15])[CH2:18][CH2:19][CH3:20], predict the reactants needed to synthesize it. The reactants are: Br[C:2]1[CH:7]=[CH:6][C:5]([N:8]2[C:12]([CH3:13])=[CH:11][C:10]([C:14]([N:16]([CH2:21][CH2:22][CH2:23][CH3:24])[CH2:17][CH2:18][CH2:19][CH3:20])=[O:15])=[N:9]2)=[C:4]([C:25]([N:27]2[C@H:36]([CH2:37][OH:38])[CH2:35][C:34]3[C:29](=[CH:30][CH:31]=[CH:32][CH:33]=3)[CH2:28]2)=[O:26])[CH:3]=1.[C:39]1([N:45]2[CH2:50][CH2:49][NH:48][C:47](=[O:51])[CH2:46]2)[CH:44]=[CH:43][CH:42]=[CH:41][CH:40]=1.C([O-])([O-])=O.[Cs+].[Cs+].CC1(C)C2C(=C(P(C3C=CC=CC=3)C3C=CC=CC=3)C=CC=2)OC2C(P(C3C=CC=CC=3)C3C=CC=CC=3)=CC=CC1=2. (2) Given the product [C:1]([O:5][C:6]([N:8]1[CH2:12][CH2:11][C@H:10]([N:13]([C:14]2[CH:19]=[CH:18][C:17]([F:20])=[C:16]([Cl:21])[CH:15]=2)[C:22]2[CH:27]=[CH:26][C:25]([C:33]3[CH:34]=[CH:35][C:30]([F:29])=[CH:31][CH:32]=3)=[CH:24][N:23]=2)[CH2:9]1)=[O:7])([CH3:4])([CH3:3])[CH3:2], predict the reactants needed to synthesize it. The reactants are: [C:1]([O:5][C:6]([N:8]1[CH2:12][CH2:11][C@H:10]([N:13]([C:22]2[CH:27]=[CH:26][C:25](Br)=[CH:24][N:23]=2)[C:14]2[CH:19]=[CH:18][C:17]([F:20])=[C:16]([Cl:21])[CH:15]=2)[CH2:9]1)=[O:7])([CH3:4])([CH3:3])[CH3:2].[F:29][C:30]1[CH:35]=[CH:34][C:33](OB(O)O)=[CH:32][CH:31]=1.C(=O)([O-])[O-].[Na+].[Na+].C1(C)C=CC=CC=1. (3) Given the product [Cl:30][C:9]1[CH:8]=[C:7]([N:6]=[C:35]=[S:36])[CH:12]=[C:11]([C:13]([F:16])([F:14])[F:15])[C:10]=1[C:17]1[CH:22]=[CH:21][C:20]([C@@H:23]([NH:25][S:26]([CH3:29])(=[O:28])=[O:27])[CH3:24])=[CH:19][CH:18]=1, predict the reactants needed to synthesize it. The reactants are: C(=O)([O-])[O-].[Ca+2].[NH2:6][C:7]1[CH:12]=[C:11]([C:13]([F:16])([F:15])[F:14])[C:10]([C:17]2[CH:22]=[CH:21][C:20]([C@@H:23]([NH:25][S:26]([CH3:29])(=[O:28])=[O:27])[CH3:24])=[CH:19][CH:18]=2)=[C:9]([Cl:30])[CH:8]=1.ClCCl.O.[C:35](Cl)(Cl)=[S:36].Cl. (4) Given the product [OH:19][CH2:18][C:16]1[CH:15]=[C:7]([C:8]([N:10]([CH3:14])[CH2:11][CH2:12][CH3:13])=[O:9])[CH:6]=[C:5]([CH:17]=1)[C:4]([OH:20])=[O:3], predict the reactants needed to synthesize it. The reactants are: C([O:3][C:4](=[O:20])[C:5]1[CH:17]=[C:16]([CH2:18][OH:19])[CH:15]=[C:7]([C:8]([N:10]([CH3:14])[CH2:11][CH2:12][CH3:13])=[O:9])[CH:6]=1)C.[OH-].[Na+]. (5) Given the product [OH:22][CH2:21][C:18]1([CH2:17][NH:16][C:9](=[O:10])[O:11][C:12]([CH3:13])([CH3:14])[CH3:15])[CH2:20][CH2:19]1, predict the reactants needed to synthesize it. The reactants are: [C:9](O[C:9]([O:11][C:12]([CH3:15])([CH3:14])[CH3:13])=[O:10])([O:11][C:12]([CH3:15])([CH3:14])[CH3:13])=[O:10].[NH2:16][CH2:17][C:18]1([CH2:21][OH:22])[CH2:20][CH2:19]1.[NH4+].[Cl-]. (6) The reactants are: [Cl:1][C:2]1[CH:3]=[CH:4][C:5]([O:28][CH2:29][CH:30]([CH3:32])[CH3:31])=[C:6]([CH2:8][N:9]2[C:13]([CH3:14])=[CH:12][C:11]([C:15]([NH:17][C:18]3[CH:23]=[CH:22][C:21]([CH:24]=O)=[C:20]([O:26][CH3:27])[CH:19]=3)=[O:16])=[N:10]2)[CH:7]=1.[CH3:33][NH2:34].C(O[BH-](OC(=O)C)OC(=O)C)(=O)C.[Na+].C(OCC)(=O)C. Given the product [ClH:1].[Cl:1][C:2]1[CH:3]=[CH:4][C:5]([O:28][CH2:29][CH:30]([CH3:32])[CH3:31])=[C:6]([CH2:8][N:9]2[C:13]([CH3:14])=[CH:12][C:11]([C:15]([NH:17][C:18]3[CH:23]=[CH:22][C:21]([CH2:24][NH:34][CH3:33])=[C:20]([O:26][CH3:27])[CH:19]=3)=[O:16])=[N:10]2)[CH:7]=1, predict the reactants needed to synthesize it. (7) Given the product [C:23]([OH:25])(=[O:20])[C@@H:22]([C@H:18]([C:14]([OH:15])=[O:17])[OH:19])[OH:24], predict the reactants needed to synthesize it. The reactants are: FC1C=C2C(=C(F)C=1)OC[C@H](N[C:14](=[O:17])[O:15]C)C2.[CH3:18][OH:19].[OH-:20].[K+].[CH2:22]([OH:24])[CH3:23].[OH2:25]. (8) The reactants are: [OH:1][C:2]1[C:7]([CH3:8])=[C:6]([OH:9])[CH:5]=[CH:4][C:3]=1[C:10](=[O:20])[CH2:11][C:12]1[CH:17]=[CH:16][C:15]([O:18][CH3:19])=[CH:14][CH:13]=1.C([O-])([O-])=O.[K+].[K+].[C:27](OC(=O)C)(=O)[CH3:28]. Given the product [CH3:19][O:18][C:15]1[CH:16]=[CH:17][C:12]([C:11]2[CH:10]([OH:20])[C:3]3[C:2](=[C:7]([CH3:8])[C:6]([OH:9])=[CH:5][CH:4]=3)[O:1][C:27]=2[CH3:28])=[CH:13][CH:14]=1, predict the reactants needed to synthesize it. (9) Given the product [CH2:27]([O:34][C:35](=[O:47])[NH2:36])[C:28]1[CH:33]=[CH:32][CH:31]=[CH:30][CH:29]=1, predict the reactants needed to synthesize it. The reactants are: FC1C=C(OC2C=CC(OC)=CC=2)C=C(F)C=1C(OCC)C(O)=O.Cl.Cl.[CH2:27]([O:34][C:35](=[O:47])[NH:36]C(C1C=CC(CN)=CC=1)=N)[C:28]1[CH:33]=[CH:32][CH:31]=[CH:30][CH:29]=1.ON1C2C=CC=CC=2N=N1.Cl.CN(C)CCCN=C=NCC.